This data is from NCI-60 drug combinations with 297,098 pairs across 59 cell lines. The task is: Regression. Given two drug SMILES strings and cell line genomic features, predict the synergy score measuring deviation from expected non-interaction effect. Drug 1: C1=NC2=C(N1)C(=S)N=CN2. Drug 2: CCCCCOC(=O)NC1=NC(=O)N(C=C1F)C2C(C(C(O2)C)O)O. Cell line: OVCAR-8. Synergy scores: CSS=0.338, Synergy_ZIP=1.82, Synergy_Bliss=1.71, Synergy_Loewe=-2.67, Synergy_HSA=-2.63.